From a dataset of Reaction yield outcomes from USPTO patents with 853,638 reactions. Predict the reaction yield, written as a fraction of the theoretical maximum amount of product (1.0 means a 100% yield; for example, 0.34 means a 34% yield). The reactants are [O:1]1[CH2:6][CH2:5]O[CH2:3][CH2:2]1.Br[C:8]1[CH:9]=[C:10]([CH:13]=[CH:14][C:15]=1[N:16]1[CH2:21][CH2:20][O:19][CH2:18][CH2:17]1)[CH:11]=[O:12].C([Sn](CCCC)(CCCC)C1OC=CC=1)CCC.[F-].[K+]. The catalyst is Cl[Pd](Cl)([P](C1C=CC=CC=1)(C1C=CC=CC=1)C1C=CC=CC=1)[P](C1C=CC=CC=1)(C1C=CC=CC=1)C1C=CC=CC=1.C(OCC)(=O)C. The product is [O:1]1[CH:6]=[CH:5][CH:3]=[C:2]1[C:8]1[CH:9]=[C:10]([CH:13]=[CH:14][C:15]=1[N:16]1[CH2:21][CH2:20][O:19][CH2:18][CH2:17]1)[CH:11]=[O:12]. The yield is 0.840.